Dataset: Full USPTO retrosynthesis dataset with 1.9M reactions from patents (1976-2016). Task: Predict the reactants needed to synthesize the given product. The reactants are: [OH:1][CH:2]([C@H:6]1[CH2:10][CH2:9][N:8]([C:11]([O:13][C:14]([CH3:17])([CH3:16])[CH3:15])=[O:12])[CH2:7]1)[CH2:3][CH:4]=[CH2:5].[N+](=[CH2:20])=[N-].O. Given the product [C:14]([O:13][C:11]([N:8]1[CH2:9][CH2:10][C@H:6]([CH:2]([OH:1])[CH2:3][CH:4]2[CH2:20][CH2:5]2)[CH2:7]1)=[O:12])([CH3:17])([CH3:16])[CH3:15], predict the reactants needed to synthesize it.